This data is from NCI-60 drug combinations with 297,098 pairs across 59 cell lines. The task is: Regression. Given two drug SMILES strings and cell line genomic features, predict the synergy score measuring deviation from expected non-interaction effect. Cell line: SF-295. Drug 2: C(CC(=O)O)C(=O)CN.Cl. Synergy scores: CSS=6.14, Synergy_ZIP=-4.84, Synergy_Bliss=-5.53, Synergy_Loewe=-5.48, Synergy_HSA=-5.33. Drug 1: CCCS(=O)(=O)NC1=C(C(=C(C=C1)F)C(=O)C2=CNC3=C2C=C(C=N3)C4=CC=C(C=C4)Cl)F.